This data is from Full USPTO retrosynthesis dataset with 1.9M reactions from patents (1976-2016). The task is: Predict the reactants needed to synthesize the given product. (1) Given the product [Br:23][C:18]1[CH:19]=[CH:20][C:21]([O:22][C:2]2[N:3]=[C:4]3[CH:9]=[CH:8][CH:7]=[CH:6][N:5]3[C:10]=2[C:11]([O:13][CH2:14][CH3:15])=[O:12])=[CH:16][CH:17]=1.[Br:23][C:18]1[CH:19]=[CH:20][C:21]([O:22][C:2]2[N:3]=[C:4]3[CH:9]=[CH:8][CH:7]=[CH:6][N:5]3[CH:10]=2)=[CH:16][CH:17]=1, predict the reactants needed to synthesize it. The reactants are: Cl[C:2]1[N:3]=[C:4]2[CH:9]=[CH:8][CH:7]=[CH:6][N:5]2[C:10]=1[C:11]([O:13][CH2:14][CH3:15])=[O:12].[CH:16]1[C:21]([OH:22])=[CH:20][CH:19]=[C:18]([Br:23])[CH:17]=1.[H-].[Na+]. (2) Given the product [Cl:15][C:13]1[CH:14]=[C:2]([Cl:1])[C:3]([O:4][C@@H:5]([CH3:10])[C:6]([O:8][CH3:9])=[O:7])=[CH:11][C:12]=1[O:16][C:17]1[N:21]([CH3:22])[N:20]=[C:19]([CH3:23])[C:18]=1[C:24]([NH:26][NH:27][C:28]([O:30][C:31]([CH3:34])([CH3:33])[CH3:32])=[O:29])=[O:25], predict the reactants needed to synthesize it. The reactants are: [Cl:1][C:2]1[CH:14]=[C:13]([Cl:15])[C:12]([O:16][C:17]2[N:21]([CH3:22])[N:20]=[C:19]([CH3:23])[C:18]=2[C:24]([NH:26][NH2:27])=[O:25])=[CH:11][C:3]=1[O:4][C@@H:5]([CH3:10])[C:6]([O:8][CH3:9])=[O:7].[C:28](O[C:28]([O:30][C:31]([CH3:34])([CH3:33])[CH3:32])=[O:29])([O:30][C:31]([CH3:34])([CH3:33])[CH3:32])=[O:29].C(N(CC)CC)C.O.